This data is from Full USPTO retrosynthesis dataset with 1.9M reactions from patents (1976-2016). The task is: Predict the reactants needed to synthesize the given product. (1) Given the product [CH:28]1([N:27]2[C:20]3[N:21]=[C:22]([S:25][CH3:26])[N:23]=[CH:24][C:19]=3[C:17]([OH:18])=[CH:16][C:15]2=[O:14])[CH2:33][CH2:32][CH2:31][CH2:30][CH2:29]1, predict the reactants needed to synthesize it. The reactants are: C1CCN2C(=NCCC2)CC1.C([O:14][C:15](=O)[CH2:16][C:17]([C:19]1[C:20]([NH:27][CH:28]2[CH2:33][CH2:32][CH2:31][CH2:30][CH2:29]2)=[N:21][C:22]([S:25][CH3:26])=[N:23][CH:24]=1)=[O:18])C.CCN(C(C)C)C(C)C. (2) Given the product [C:23]1([CH3:26])[CH:24]=[CH:25][C:20]([N:19]2[CH2:29][C:12]3[CH:13]=[C:14]4[C:9](=[CH:10][C:11]=3[O:28][CH2:27]2)[O:8][CH2:7][C:6]([C:5]2[CH:17]=[CH:18][C:2]([OH:1])=[CH:3][CH:4]=2)=[CH:15]4)=[CH:21][CH:22]=1, predict the reactants needed to synthesize it. The reactants are: [OH:1][C:2]1[CH:18]=[CH:17][C:5]([C:6]2[CH2:7][O:8][C:9]3[C:14]([CH:15]=2)=[CH:13][CH:12]=[C:11](O)[CH:10]=3)=[CH:4][CH:3]=1.[NH2:19][C:20]1[CH:25]=[CH:24][C:23]([CH3:26])=[CH:22][CH:21]=1.[CH2:27]=[O:28].[CH2:29](O)C. (3) Given the product [CH:1]1([N:4]([CH2:6][C:7]2[CH:8]=[C:9]([NH:14][C:15](=[O:45])[CH2:16][N:17]3[CH:21]=[C:20]([O:22][C:23]4[C:32]5[C:27](=[CH:28][C:29]([O:35][CH2:36][CH2:37][OH:38])=[C:30]([O:33][CH3:34])[CH:31]=5)[N:26]=[CH:25][N:24]=4)[CH:19]=[N:18]3)[CH:10]=[C:11]([CH3:13])[CH:12]=2)[CH3:5])[CH2:3][CH2:2]1, predict the reactants needed to synthesize it. The reactants are: [CH:1]1([N:4]([CH2:6][C:7]2[CH:8]=[C:9]([NH:14][C:15](=[O:45])[CH2:16][N:17]3[CH:21]=[C:20]([O:22][C:23]4[C:32]5[C:27](=[CH:28][C:29]([O:35][CH2:36][CH2:37][O:38]C6CCCCO6)=[C:30]([O:33][CH3:34])[CH:31]=5)[N:26]=[CH:25][N:24]=4)[CH:19]=[N:18]3)[CH:10]=[C:11]([CH3:13])[CH:12]=2)[CH3:5])[CH2:3][CH2:2]1.C(O)(=O)C.O. (4) Given the product [CH2:13]1[C:14]2[C:19](=[CH:18][CH:17]=[CH:16][CH:15]=2)[CH2:20][CH2:21][N:12]1[CH2:11][CH:10]([OH:22])[CH2:9][NH:8][C:4]1[CH:5]=[CH:6][CH:7]=[C:2]([C:31]2[CH:32]=[CH:33][C:28]3[N:27]=[CH:26][N:25]([CH3:24])[C:29]=3[CH:30]=2)[CH:3]=1, predict the reactants needed to synthesize it. The reactants are: Br[C:2]1[CH:3]=[C:4]([NH:8][CH2:9][CH:10]([OH:22])[CH2:11][N:12]2[CH2:21][CH2:20][C:19]3[C:14](=[CH:15][CH:16]=[CH:17][CH:18]=3)[CH2:13]2)[CH:5]=[CH:6][CH:7]=1.O.[CH3:24][N:25]1[C:29]2[CH:30]=[C:31](B3OC(C)(C)C(C)(C)O3)[CH:32]=[CH:33][C:28]=2[N:27]=[CH:26]1.C([O-])([O-])=O.[Cs+].[Cs+].